Dataset: Catalyst prediction with 721,799 reactions and 888 catalyst types from USPTO. Task: Predict which catalyst facilitates the given reaction. (1) Reactant: [CH2:1]([N:3]([CH2:11][CH3:12])[C:4]1[CH:9]=[CH:8][C:7]([NH2:10])=[CH:6][CH:5]=1)[CH3:2].[Cl:13][C:14]([O:16][C:17]1[CH:22]=[CH:21][C:20]([N+:23]([O-:25])=[O:24])=[CH:19][CH:18]=1)=[O:15]. Product: [ClH:13].[N+:23]([C:20]1[CH:19]=[CH:18][C:17]([O:16][C:14](=[O:15])[NH:10][C:7]2[CH:8]=[CH:9][C:4]([N:3]([CH2:1][CH3:2])[CH2:11][CH3:12])=[CH:5][CH:6]=2)=[CH:22][CH:21]=1)([O-:25])=[O:24]. The catalyst class is: 2. (2) Reactant: [C:1]([O:5][C:6]([N:8]1[C@H:20]([C:21]([OH:23])=[O:22])[CH2:19][C:18]2[C:17]3[C:12](=[CH:13][CH:14]=[CH:15][CH:16]=3)[NH:11][C:10]=2[CH2:9]1)=[O:7])([CH3:4])([CH3:3])[CH3:2].[H-].[Na+].[F:26][C:27]1[CH:34]=[CH:33][C:30]([CH2:31]Br)=[CH:29][CH:28]=1.C(O)(=O)CC(CC(O)=O)(C(O)=O)O. Product: [C:1]([O:5][C:6]([N:8]1[C@H:20]([C:21]([OH:23])=[O:22])[CH2:19][C:18]2[C:17]3[C:12](=[CH:13][CH:14]=[CH:15][CH:16]=3)[N:11]([CH2:31][C:30]3[CH:33]=[CH:34][C:27]([F:26])=[CH:28][CH:29]=3)[C:10]=2[CH2:9]1)=[O:7])([CH3:4])([CH3:2])[CH3:3]. The catalyst class is: 18. (3) Product: [CH3:20][NH:19][C:18]1[CH:21]=[CH:22][C:15]([N:31]2[CH2:32][CH2:33][CH:28]([C:27]([F:35])([F:34])[F:26])[CH2:29][CH2:30]2)=[CH:16][C:17]=1[N+:23]([O-:25])=[O:24]. Reactant: C(P(C(C)(C)C)C(C)(C)C)(C)(C)C.Br[C:15]1[CH:22]=[CH:21][C:18]([NH:19][CH3:20])=[C:17]([N+:23]([O-:25])=[O:24])[CH:16]=1.[F:26][C:27]([F:35])([F:34])[CH:28]1[CH2:33][CH2:32][NH:31][CH2:30][CH2:29]1. The catalyst class is: 164.